From a dataset of Forward reaction prediction with 1.9M reactions from USPTO patents (1976-2016). Predict the product of the given reaction. (1) Given the reactants [N:1]1[CH:6]=[CH:5][C:4]([CH2:7][C:8]([C:10]2[CH:15]=[CH:14][C:13]([O:16][CH2:17][C:18]3[CH:27]=[CH:26][C:25]4[C:20](=[CH:21]C=CC=4)N=3)=[CH:12][CH:11]=2)=[O:9])=[CH:3][CH:2]=1.C(OC1C=CC(C(N(OC)C)=O)=CC=1)C1C=CC=CC=1, predict the reaction product. The product is: [CH2:17]([O:16][C:13]1[CH:12]=[CH:11][C:10]([C:8](=[O:9])[CH2:7][C:4]2[CH:3]=[CH:2][N:1]=[CH:6][CH:5]=2)=[CH:15][CH:14]=1)[C:18]1[CH:27]=[CH:26][CH:25]=[CH:20][CH:21]=1. (2) Given the reactants COC[N:4]1[C:8]2[CH:9]=[CH:10][C:11]([CH:13]([C:15]3[CH:19]=[CH:18][N:17]([C:20]4[N:25]=[CH:24][C:23]([CH2:26][O:27][CH2:28][C:29]([O:31][CH2:32][CH3:33])=[O:30])=[CH:22][CH:21]=4)[N:16]=3)[CH3:14])=[CH:12][C:7]=2[S:6][C:5]1=[O:34], predict the reaction product. The product is: [O:34]=[C:5]1[NH:4][C:8]2[CH:9]=[CH:10][C:11]([CH:13]([C:15]3[CH:19]=[CH:18][N:17]([C:20]4[N:25]=[CH:24][C:23]([CH2:26][O:27][CH2:28][C:29]([O:31][CH2:32][CH3:33])=[O:30])=[CH:22][CH:21]=4)[N:16]=3)[CH3:14])=[CH:12][C:7]=2[S:6]1. (3) Given the reactants [Si]([O:8][N:9]1[C:17]2[C:12](=[CH:13][CH:14]=[CH:15][CH:16]=2)[CH2:11][C:10]1=[O:18])(C(C)(C)C)(C)C.[CH3:19][C:20]1[CH:24]=[C:23]([CH3:25])[NH:22][C:21]=1[CH:26]=O.N1CCCCC1, predict the reaction product. The product is: [CH3:19][C:20]1[CH:24]=[C:23]([CH3:25])[NH:22][C:21]=1[CH:26]=[C:11]1[C:12]2[C:17](=[CH:16][CH:15]=[CH:14][CH:13]=2)[N:9]([OH:8])[C:10]1=[O:18]. (4) Given the reactants Br[C:2]1[CH:3]=[C:4]([CH:10]([OH:20])[CH2:11][CH2:12][NH:13][C:14](=[O:19])[C:15]([F:18])([F:17])[F:16])[CH:5]=[CH:6][C:7]=1[O:8][CH3:9].[C:21]([C:23]([OH:30])([CH2:27][CH2:28][CH3:29])[CH2:24][CH2:25][CH3:26])#[CH:22], predict the reaction product. The product is: [F:16][C:15]([F:18])([F:17])[C:14]([NH:13][CH2:12][CH2:11][CH:10]([OH:20])[C:4]1[CH:5]=[CH:6][C:7]([O:8][CH3:9])=[C:2]([C:22]#[C:21][C:23]([OH:30])([CH2:27][CH2:28][CH3:29])[CH2:24][CH2:25][CH3:26])[CH:3]=1)=[O:19].